The task is: Predict which catalyst facilitates the given reaction.. This data is from Catalyst prediction with 721,799 reactions and 888 catalyst types from USPTO. (1) Reactant: Cl[C:2]1[N:7]=[C:6]([CH3:8])[CH:5]=[CH:4][N:3]=1.O.[NH2:10][NH2:11]. Product: [NH:10]([C:2]1[N:7]=[C:6]([CH3:8])[CH:5]=[CH:4][N:3]=1)[NH2:11]. The catalyst class is: 5. (2) Reactant: Cl[C:2]1[NH:3][C:4]2[C:9]([C:10](=[O:12])[N:11]=1)=[CH:8][C:7]([I:13])=[CH:6][CH:5]=2.[NH:14]1[CH2:19][CH2:18][C:17]2([C:27]3[C:22](=[CH:23][CH:24]=[CH:25][CH:26]=3)[C:21](=[O:28])[O:20]2)[CH2:16][CH2:15]1. Product: [I:13][C:7]1[CH:8]=[C:9]2[C:4](=[CH:5][CH:6]=1)[NH:3][C:2]([N:14]1[CH2:19][CH2:18][C:17]3([C:27]4[C:22](=[CH:23][CH:24]=[CH:25][CH:26]=4)[C:21](=[O:28])[O:20]3)[CH2:16][CH2:15]1)=[N:11][C:10]2=[O:12]. The catalyst class is: 37. (3) Reactant: [N+:1]([C:4]1[CH:15]=[CH:14][C:7]([O:8][CH:9]([CH3:13])[C:10]([OH:12])=[O:11])=[CH:6][CH:5]=1)([O-:3])=[O:2].[CH2:16](O)[CH2:17][OH:18].Cl. Product: [OH:18][CH2:17][CH2:16][O:11][C:10](=[O:12])[CH:9]([O:8][C:7]1[CH:6]=[CH:5][C:4]([N+:1]([O-:3])=[O:2])=[CH:15][CH:14]=1)[CH3:13]. The catalyst class is: 6. (4) Reactant: [CH3:1][N:2]([CH3:34])[C:3]1[C:12]2[C:7](=[CH:8][CH:9]=[CH:10][CH:11]=2)[C:6]([C@H:13]2[N:17]3[C:18](=[O:30])[N:19]([CH2:22][CH2:23][N:24]4[CH2:29][CH2:28][O:27][CH2:26][CH2:25]4)[C:20](=[O:21])[C:16]43[CH2:31][NH:32][CH2:33][C@H:15]4[CH2:14]2)=[CH:5][CH:4]=1.[CH3:35][O:36][C:37]1[CH:44]=[CH:43][C:40]([CH:41]=O)=[CH:39][C:38]=1[N+:45]([O-:47])=[O:46].C(O[BH-](OC(=O)C)OC(=O)C)(=O)C.[Na+]. Product: [CH3:35][O:36][C:37]1[CH:44]=[CH:43][C:40]([CH2:41][N:32]2[CH2:33][C@@H:15]3[C:16]4([C:20](=[O:21])[N:19]([CH2:22][CH2:23][N:24]5[CH2:25][CH2:26][O:27][CH2:28][CH2:29]5)[C:18](=[O:30])[N:17]4[C@H:13]([C:6]4[C:7]5[C:12](=[CH:11][CH:10]=[CH:9][CH:8]=5)[C:3]([N:2]([CH3:34])[CH3:1])=[CH:4][CH:5]=4)[CH2:14]3)[CH2:31]2)=[CH:39][C:38]=1[N+:45]([O-:47])=[O:46]. The catalyst class is: 96.